Task: Predict the product of the given reaction.. Dataset: Forward reaction prediction with 1.9M reactions from USPTO patents (1976-2016) Given the reactants Cl.[CH3:2][O:3][C:4](=[O:24])/[CH:5]=[CH:6]/[C:7]1[CH:12]=[C:11]([O:13][C:14]2[CH:19]=[CH:18][C:17]([NH2:20])=[CH:16][CH:15]=2)[CH:10]=[CH:9][C:8]=1[N+:21]([O-:23])=[O:22].[C:25](Cl)(=[O:32])[C:26]1[CH:31]=[CH:30][CH:29]=[CH:28][CH:27]=1, predict the reaction product. The product is: [CH3:2][O:3][C:4](=[O:24])/[CH:5]=[CH:6]/[C:7]1[CH:12]=[C:11]([O:13][C:14]2[CH:19]=[CH:18][C:17]([NH:20][C:25](=[O:32])[C:26]3[CH:31]=[CH:30][CH:29]=[CH:28][CH:27]=3)=[CH:16][CH:15]=2)[CH:10]=[CH:9][C:8]=1[N+:21]([O-:23])=[O:22].